This data is from NCI-60 drug combinations with 297,098 pairs across 59 cell lines. The task is: Regression. Given two drug SMILES strings and cell line genomic features, predict the synergy score measuring deviation from expected non-interaction effect. (1) Drug 1: CCC1=CC2CC(C3=C(CN(C2)C1)C4=CC=CC=C4N3)(C5=C(C=C6C(=C5)C78CCN9C7C(C=CC9)(C(C(C8N6C)(C(=O)OC)O)OC(=O)C)CC)OC)C(=O)OC.C(C(C(=O)O)O)(C(=O)O)O. Drug 2: CC(C1=C(C=CC(=C1Cl)F)Cl)OC2=C(N=CC(=C2)C3=CN(N=C3)C4CCNCC4)N. Cell line: RPMI-8226. Synergy scores: CSS=53.9, Synergy_ZIP=9.74, Synergy_Bliss=12.9, Synergy_Loewe=-16.2, Synergy_HSA=9.46. (2) Synergy scores: CSS=0.510, Synergy_ZIP=-0.428, Synergy_Bliss=6.53, Synergy_Loewe=-1.10, Synergy_HSA=0.643. Cell line: SF-295. Drug 2: C1C(C(OC1N2C=NC(=NC2=O)N)CO)O. Drug 1: C1=NC(=NC(=O)N1C2C(C(C(O2)CO)O)O)N. (3) Drug 1: C1CCC(CC1)NC(=O)N(CCCl)N=O. Drug 2: CN1C(=O)N2C=NC(=C2N=N1)C(=O)N. Cell line: RXF 393. Synergy scores: CSS=17.5, Synergy_ZIP=-1.85, Synergy_Bliss=0.790, Synergy_Loewe=-5.44, Synergy_HSA=-0.774. (4) Drug 1: C1CN1P(=S)(N2CC2)N3CC3. Drug 2: CNC(=O)C1=NC=CC(=C1)OC2=CC=C(C=C2)NC(=O)NC3=CC(=C(C=C3)Cl)C(F)(F)F. Cell line: MCF7. Synergy scores: CSS=1.01, Synergy_ZIP=-1.71, Synergy_Bliss=-1.04, Synergy_Loewe=-8.59, Synergy_HSA=-3.24. (5) Drug 2: CC1C(C(CC(O1)OC2CC(OC(C2O)C)OC3=CC4=CC5=C(C(=O)C(C(C5)C(C(=O)C(C(C)O)O)OC)OC6CC(C(C(O6)C)O)OC7CC(C(C(O7)C)O)OC8CC(C(C(O8)C)O)(C)O)C(=C4C(=C3C)O)O)O)O. Cell line: UACC62. Drug 1: CC1OCC2C(O1)C(C(C(O2)OC3C4COC(=O)C4C(C5=CC6=C(C=C35)OCO6)C7=CC(=C(C(=C7)OC)O)OC)O)O. Synergy scores: CSS=40.9, Synergy_ZIP=-0.655, Synergy_Bliss=11.2, Synergy_Loewe=12.9, Synergy_HSA=13.2. (6) Drug 1: C1=C(C(=O)NC(=O)N1)F. Drug 2: COC1=C2C(=CC3=C1OC=C3)C=CC(=O)O2. Cell line: SF-268. Synergy scores: CSS=33.5, Synergy_ZIP=6.57, Synergy_Bliss=9.70, Synergy_Loewe=7.33, Synergy_HSA=9.23. (7) Drug 1: COC1=CC(=CC(=C1O)OC)C2C3C(COC3=O)C(C4=CC5=C(C=C24)OCO5)OC6C(C(C7C(O6)COC(O7)C8=CC=CS8)O)O. Drug 2: CCC1(CC2CC(C3=C(CCN(C2)C1)C4=CC=CC=C4N3)(C5=C(C=C6C(=C5)C78CCN9C7C(C=CC9)(C(C(C8N6C)(C(=O)OC)O)OC(=O)C)CC)OC)C(=O)OC)O.OS(=O)(=O)O. Cell line: HCC-2998. Synergy scores: CSS=44.7, Synergy_ZIP=4.48, Synergy_Bliss=4.20, Synergy_Loewe=5.35, Synergy_HSA=6.03.